Dataset: Forward reaction prediction with 1.9M reactions from USPTO patents (1976-2016). Task: Predict the product of the given reaction. (1) The product is: [CH3:4][N:7]([CH3:8])[C:1]1[C:2]2[C:3](=[CH:6][CH:1]=[CH:2][CH:3]=2)[C:4]([NH:7][C:8]([NH:14][CH2:11][C:12]#[CH:13])=[S:9])=[CH:5][CH:6]=1. Given the reactants [C:1]1(C)[CH:6]=[CH:5][C:4]([N:7]=[C:8]=[S:9])=[CH:3][CH:2]=1.[CH2:11]([NH2:14])[C:12]#[CH:13], predict the reaction product. (2) Given the reactants [CH:1]([C:4]1[CH:9]=[CH:8][C:7]([NH:10][C:11](=[O:13])[CH3:12])=[CH:6][CH:5]=1)([CH3:3])[CH3:2].[N+:14]([O-])([OH:16])=[O:15].OS(O)(=O)=O, predict the reaction product. The product is: [CH:1]([C:4]1[CH:9]=[CH:8][C:7]([NH:10][C:11](=[O:13])[CH3:12])=[C:6]([N+:14]([O-:16])=[O:15])[CH:5]=1)([CH3:3])[CH3:2].